Dataset: Peptide-MHC class II binding affinity with 134,281 pairs from IEDB. Task: Regression. Given a peptide amino acid sequence and an MHC pseudo amino acid sequence, predict their binding affinity value. This is MHC class II binding data. The peptide sequence is RGLSSRKRRSHDVLT. The MHC is DRB3_0202 with pseudo-sequence DRB3_0202. The binding affinity (normalized) is 0.